Dataset: Catalyst prediction with 721,799 reactions and 888 catalyst types from USPTO. Task: Predict which catalyst facilitates the given reaction. (1) Reactant: [NH:1]1[C:9]2[C:4](=[CH:5][CH:6]=[C:7]([CH2:10][C:11]([NH:13][C@@H:14]([C:16]3[CH:21]=[CH:20][C:19]([O:22][CH2:23][C:24]([F:27])([F:26])[F:25])=[CH:18][N:17]=3)[CH3:15])=[O:12])[CH:8]=2)[CH:3]=[CH:2]1.[CH2:28]([Mg]Br)C.IC. Product: [CH3:28][C:3]1[C:4]2[C:9](=[CH:8][C:7]([CH2:10][C:11]([NH:13][C@@H:14]([C:16]3[CH:21]=[CH:20][C:19]([O:22][CH2:23][C:24]([F:25])([F:27])[F:26])=[CH:18][N:17]=3)[CH3:15])=[O:12])=[CH:6][CH:5]=2)[NH:1][CH:2]=1. The catalyst class is: 1. (2) Reactant: [CH:1]1[C:13]2[CH2:12][C:11]3[C:6](=[CH:7][CH:8]=[CH:9][CH:10]=3)[C:5]=2[CH:4]=[CH:3][CH:2]=1.S(=O)(=O)(O)O.II.[I:21](O)(=O)=O. Product: [I:21][C:9]1[CH:8]=[CH:7][C:6]2[C:5]3[C:13](=[CH:1][CH:2]=[CH:3][CH:4]=3)[CH2:12][C:11]=2[CH:10]=1. The catalyst class is: 5. (3) Reactant: [Cl:1][C:2]1[CH:11]=[CH:10][C:9]2[C:4](=[CH:5][C:6](I)=[CH:7][CH:8]=2)[CH:3]=1.[CH2:13]([Sn](CCCC)(CCCC)CCCC)[CH:14]=[CH2:15].[F-].[K+]. Product: [CH2:15]([C:6]1[CH:7]=[CH:8][C:9]2[C:4](=[CH:3][C:2]([Cl:1])=[CH:11][CH:10]=2)[CH:5]=1)[CH:14]=[CH2:13]. The catalyst class is: 73. (4) Reactant: [Br:1][C:2]1[CH:3]=[C:4]([CH:7]=[C:8]([Br:10])[CH:9]=1)[CH:5]=[O:6].[CH2:11](O)[CH2:12][OH:13]. Product: [Br:1][C:2]1[CH:3]=[C:4]([CH:5]2[O:13][CH2:12][CH2:11][O:6]2)[CH:7]=[C:8]([Br:10])[CH:9]=1. The catalyst class is: 743. (5) Reactant: [NH2:1][C:2]1[CH:3]=[C:4]([CH:34]=[CH:35][C:36]=1[S:37][CH3:38])[C:5]([O:7][C@H:8]([C:19]1[CH:24]=[CH:23][C:22]([O:25][CH:26]([F:28])[F:27])=[C:21]([O:29][CH2:30][CH:31]2[CH2:33][CH2:32]2)[CH:20]=1)[CH2:9][C:10]1[C:15]([Cl:16])=[CH:14][N+:13]([O-:17])=[CH:12][C:11]=1[Cl:18])=[O:6].[CH3:39][S:40](Cl)(=[O:42])=[O:41].N1C=CC=CC=1. Product: [Cl:18][C:11]1[CH:12]=[N+:13]([O-:17])[CH:14]=[C:15]([Cl:16])[C:10]=1[CH2:9][C@@H:8]([C:19]1[CH:24]=[CH:23][C:22]([O:25][CH:26]([F:27])[F:28])=[C:21]([O:29][CH2:30][CH:31]2[CH2:32][CH2:33]2)[CH:20]=1)[O:7][C:5](=[O:6])[C:4]1[CH:34]=[CH:35][C:36]([S:37][CH3:38])=[C:2]([NH:1][S:40]([CH3:39])(=[O:42])=[O:41])[CH:3]=1. The catalyst class is: 2.